From a dataset of Forward reaction prediction with 1.9M reactions from USPTO patents (1976-2016). Predict the product of the given reaction. (1) Given the reactants [CH3:1][N:2]1[C@@H:7]2[CH2:8][C:9]3[CH:14]=[CH:13][C:12]([O:15][CH3:16])=[C:11]4[O:17][C@H:18]5[C:19]([O:22]C)=[CH:20][CH2:21][C@@H:6]2[C@:5]5([C:10]=34)[CH2:4][CH2:3]1.Cl.[OH-].[NH4+].C, predict the reaction product. The product is: [CH3:1][N:2]1[C@@H:7]2[CH2:8][C:9]3[CH:14]=[CH:13][C:12]([O:15][CH3:16])=[C:11]4[O:17][C@H:18]5[C:19]([CH2:20][CH2:21][C@@H:6]2[C@:5]5([C:10]=34)[CH2:4][CH2:3]1)=[O:22]. (2) Given the reactants [OH:1][C@@H:2]1[C:10]2[C:5](=[CH:6][CH:7]=[CH:8][CH:9]=2)[CH2:4][C@@:3]1([CH2:20][C:21]1[CH:29]=[CH:28][C:24]([C:25]([OH:27])=[O:26])=[CH:23][CH:22]=1)[C:11]1[CH2:12][C:13]2[C:18]([CH:19]=1)=[CH:17][CH:16]=[CH:15][CH:14]=2.[C:30]([O-])([O-])=O.[K+].[K+], predict the reaction product. The product is: [OH:1][C@@H:2]1[C:10]2[C:5](=[CH:6][CH:7]=[CH:8][CH:9]=2)[CH2:4][C@@:3]1([CH2:20][C:21]1[CH:29]=[CH:28][C:24]([C:25]([O:27][CH3:30])=[O:26])=[CH:23][CH:22]=1)[C:11]1[CH2:12][C:13]2[C:18]([CH:19]=1)=[CH:17][CH:16]=[CH:15][CH:14]=2. (3) Given the reactants C([N:8]1[CH2:13][CH2:12][C:11]([C:14]2[CH:22]=[CH:21][C:17]([CH2:18][CH2:19][OH:20])=[CH:16][CH:15]=2)=[CH:10][CH2:9]1)C1C=CC=CC=1, predict the reaction product. The product is: [NH:8]1[CH2:13][CH2:12][CH:11]([C:14]2[CH:22]=[CH:21][C:17]([CH2:18][CH2:19][OH:20])=[CH:16][CH:15]=2)[CH2:10][CH2:9]1. (4) Given the reactants [N:1]1([C@H:5]2[C@@H:14]([CH2:15][C:16]3[CH:21]=[CH:20][CH:19]=[CH:18][CH:17]=3)[C:13]3[C:8](=[CH:9][CH:10]=[C:11]([OH:22])[CH:12]=3)[O:7][CH2:6]2)[CH2:4][CH2:3][CH2:2]1.N1C=CC=CC=1.[F:29][C:30]([F:43])([F:42])[S:31](O[S:31]([C:30]([F:43])([F:42])[F:29])(=[O:33])=[O:32])(=[O:33])=[O:32], predict the reaction product. The product is: [F:29][C:30]([F:43])([F:42])[S:31]([O:22][C:11]1[CH:12]=[C:13]2[C:8](=[CH:9][CH:10]=1)[O:7][CH2:6][C@@H:5]([N:1]1[CH2:4][CH2:3][CH2:2]1)[C@H:14]2[CH2:15][C:16]1[CH:21]=[CH:20][CH:19]=[CH:18][CH:17]=1)(=[O:33])=[O:32].